This data is from Peptide-MHC class I binding affinity with 185,985 pairs from IEDB/IMGT. The task is: Regression. Given a peptide amino acid sequence and an MHC pseudo amino acid sequence, predict their binding affinity value. This is MHC class I binding data. The peptide sequence is QIIKLLPF. The MHC is HLA-A29:02 with pseudo-sequence HLA-A29:02. The binding affinity (normalized) is 0.